From a dataset of Full USPTO retrosynthesis dataset with 1.9M reactions from patents (1976-2016). Predict the reactants needed to synthesize the given product. (1) Given the product [OH-:5].[NH4+:14].[O:5]1[CH2:9][CH:8]([C:10]2[CH:11]=[C:12]([C:13]3([NH2:14])[CH2:2][CH2:1]3)[CH:15]=[CH:16][CH:17]=2)[O:7][CH2:6]1, predict the reactants needed to synthesize it. The reactants are: [CH2:1]([Mg]Br)[CH3:2].[O:5]1[CH2:9][CH:8]([C:10]2[CH:11]=[C:12]([CH:15]=[CH:16][CH:17]=2)[C:13]#[N:14])[O:7][CH2:6]1.B(F)(F)F.CCOCC.[OH-].[Na+]. (2) Given the product [CH2:38]([O:37][CH2:36][C:17]([CH2:16][O:15][CH2:3][CH2:4][CH2:5][CH2:6][CH2:7][CH2:8][CH2:9][CH2:10][CH2:11][CH2:12][CH2:13][CH3:14])([CH2:27][O:28][CH2:29][CH2:30][N:31]([CH2:32][CH3:33])[CH2:34][CH3:35])[CH2:18][O:19][CH2:20][CH2:21][N:22]([CH2:25][CH3:26])[CH2:23][CH3:24])[CH2:39][CH2:40][CH2:41][CH2:42][CH2:43][CH2:44][CH2:45][CH2:46][CH2:47][CH2:48][CH3:49], predict the reactants needed to synthesize it. The reactants are: Cl.Cl.[CH2:3]([O:15][CH2:16][C:17]([CH2:36][O:37][CH2:38][CH2:39][CH2:40][CH2:41][CH2:42][CH2:43][CH2:44][CH2:45][CH2:46][CH2:47][CH2:48][CH3:49])([CH2:27][O:28][CH2:29][CH2:30][NH+:31]([CH2:34][CH3:35])[CH2:32][CH3:33])[CH2:18][O:19][CH2:20][CH2:21][NH+:22]([CH2:25][CH3:26])[CH2:23][CH3:24])[CH2:4][CH2:5][CH2:6][CH2:7][CH2:8][CH2:9][CH2:10][CH2:11][CH2:12][CH2:13][CH3:14].